From a dataset of Forward reaction prediction with 1.9M reactions from USPTO patents (1976-2016). Predict the product of the given reaction. (1) Given the reactants B(Br)(Br)Br.[CH2:5]([C:12]1([N:30]([CH3:32])[CH3:31])[CH2:17][CH2:16][CH:15]([C:18]2[NH:19][C:20]3[C:25]([C:26]=2[CH3:27])=[CH:24][C:23]([O:28]C)=[CH:22][CH:21]=3)[CH2:14][CH2:13]1)[C:6]1[CH:11]=[CH:10][CH:9]=[CH:8][CH:7]=1, predict the reaction product. The product is: [CH2:5]([C:12]1([N:30]([CH3:32])[CH3:31])[CH2:13][CH2:14][CH:15]([C:18]2[NH:19][C:20]3[C:25]([C:26]=2[CH3:27])=[CH:24][C:23]([OH:28])=[CH:22][CH:21]=3)[CH2:16][CH2:17]1)[C:6]1[CH:11]=[CH:10][CH:9]=[CH:8][CH:7]=1. (2) Given the reactants Br[C:2]1[CH:3]=[C:4]([N+:10]([O-:12])=[O:11])[C:5]([O:8][CH3:9])=[N:6][CH:7]=1.[CH2:13]([N:20]1[CH:24]=[C:23](B2OC(C)(C)C(C)(C)O2)[CH:22]=[N:21]1)[C:14]1[CH:19]=[CH:18][CH:17]=[CH:16][CH:15]=1.C(=O)([O-])[O-].[K+].[K+].O1CCOCC1, predict the reaction product. The product is: [CH2:13]([N:20]1[CH:24]=[C:23]([C:2]2[CH:3]=[C:4]([N+:10]([O-:12])=[O:11])[C:5]([O:8][CH3:9])=[N:6][CH:7]=2)[CH:22]=[N:21]1)[C:14]1[CH:19]=[CH:18][CH:17]=[CH:16][CH:15]=1. (3) The product is: [Cl:20][C:18]1[C:17](=[O:21])[N:12]([CH2:13][CH:14]([CH3:16])[CH3:15])[C:9]([C:3]2[CH:4]=[CH:5][C:6]([F:8])=[CH:7][C:2]=2[Cl:1])=[C:10]([Cl:23])[N:11]=1. Given the reactants [Cl:1][C:2]1[CH:7]=[C:6]([F:8])[CH:5]=[CH:4][C:3]=1[CH:9]([NH:12][CH2:13][CH:14]([CH3:16])[CH3:15])[C:10]#[N:11].[C:17](Cl)(=[O:21])[C:18]([Cl:20])=O.[Cl:23]C1C=CC=CC=1, predict the reaction product. (4) Given the reactants CC([Si](C)(C)[O:6][C@H:7]1[C@@H:12]([N:13]2[CH2:17][CH2:16][O:15][C:14]2=[O:18])[CH2:11][CH2:10][NH:9][CH2:8]1)(C)C.[ClH:21], predict the reaction product. The product is: [ClH:21].[OH:6][C@H:7]1[C@@H:12]([N:13]2[CH2:17][CH2:16][O:15][C:14]2=[O:18])[CH2:11][CH2:10][NH:9][CH2:8]1.